This data is from Reaction yield outcomes from USPTO patents with 853,638 reactions. The task is: Predict the reaction yield, written as a fraction of the theoretical maximum amount of product (1.0 means a 100% yield; for example, 0.34 means a 34% yield). (1) The product is [CH:23]([O:26][C:27]([C:29]1[C:34]([C:35]([N:17]2[CH2:18][CH2:19][N:14]([CH2:13][C:12]3[CH:21]=[CH:22][C:9]([F:8])=[CH:10][CH:11]=3)[C:15](=[O:20])[CH2:16]2)=[O:36])=[CH:33][CH:32]=[CH:31][N:30]=1)=[O:28])([CH3:25])[CH3:24]. The catalyst is C(Cl)Cl.CN(C=O)C. The yield is 1.00. The reactants are FC(F)(F)C([O-])=O.[F:8][C:9]1[CH:22]=[CH:21][C:12]([CH2:13][N:14]2[CH2:19][CH2:18][NH2+:17][CH2:16][C:15]2=[O:20])=[CH:11][CH:10]=1.[CH:23]([O:26][C:27]([C:29]1[C:34]([C:35](O)=[O:36])=[CH:33][CH:32]=[CH:31][N:30]=1)=[O:28])([CH3:25])[CH3:24].C(Cl)CCl.C(N(CC)CC)C. (2) The reactants are [CH:1]1([N:5]2[CH2:10][CH2:9][N:8]([C:11]([C:13]3[CH:14]=[C:15]4[C:19](=[CH:20][CH:21]=3)[NH:18][C:17]([C:22]([N:24]3[CH2:29][CH2:28][S:27](=[O:31])(=[O:30])[CH2:26][CH2:25]3)=[O:23])=[CH:16]4)=[O:12])[CH2:7][CH2:6]2)[CH2:4][CH2:3][CH2:2]1.[CH3:32][S:33]([C:36]1[CH:37]=[C:38](B(O)O)[CH:39]=[CH:40][CH:41]=1)(=[O:35])=[O:34].N1C=CC=CC=1. The catalyst is ClCCl.C([O-])(=O)C.[Cu+2].C([O-])(=O)C. The product is [CH:1]1([N:5]2[CH2:6][CH2:7][N:8]([C:11]([C:13]3[CH:14]=[C:15]4[C:19](=[CH:20][CH:21]=3)[N:18]([C:40]3[CH:39]=[CH:38][CH:37]=[C:36]([S:33]([CH3:32])(=[O:35])=[O:34])[CH:41]=3)[C:17]([C:22]([N:24]3[CH2:29][CH2:28][S:27](=[O:30])(=[O:31])[CH2:26][CH2:25]3)=[O:23])=[CH:16]4)=[O:12])[CH2:9][CH2:10]2)[CH2:2][CH2:3][CH2:4]1. The yield is 0.370. (3) The product is [CH3:34][O:35][C:36]([C:38]1[CH:47]=[C:46]([OH:48])[C:45]2[C:40](=[C:41]([NH2:62])[CH:42]=[C:43]([N:56]3[CH2:61][CH2:60][CH2:59][CH2:58][CH2:57]3)[CH:44]=2)[N:39]=1)=[O:37]. No catalyst specified. The reactants are COC(C1C=C(NS(C2C=CC(C)=CC=2)(=O)=O)C2C(=C(OCC3C=CC=CC=3)C=CC=2)N=1)=O.[CH3:34][O:35][C:36]([C:38]1[CH:47]=[C:46]([O:48]CC2C=CC=CC=2)[C:45]2[C:40](=[C:41]([N+:62]([O-])=O)[CH:42]=[C:43]([N:56]3[CH2:61][CH2:60][CH2:59][CH2:58][CH2:57]3)[CH:44]=2)[N:39]=1)=[O:37]. The yield is 0.820. (4) The reactants are [CH3:1][N:2]1[C:6]([CH2:7][CH2:8][NH:9][C:10]2[C:11]([NH2:16])=[CH:12][CH:13]=[CH:14][CH:15]=2)=[CH:5][N:4]=[CH:3]1.N1(CCNC2C=CC=CC=2N[C:32](=[O:46])[CH2:33][N:34]([CH3:45])[CH:35]2[C:44]3[N:43]=[CH:42][CH:41]=[CH:40][C:39]=3[CH2:38][CH2:37][CH2:36]2)C=CN=C1. No catalyst specified. The product is [CH3:45][N:34]([CH:35]1[C:44]2[N:43]=[CH:42][CH:41]=[CH:40][C:39]=2[CH2:38][CH2:37][CH2:36]1)[CH2:33][C:32]([NH:16][C:11]1[CH:12]=[CH:13][CH:14]=[CH:15][C:10]=1[NH:9][CH2:8][CH2:7][C:6]1[N:2]([CH3:1])[CH:3]=[N:4][CH:5]=1)=[O:46]. The yield is 0.520. (5) The reactants are [CH2:1]([NH:8][C:9]1([C:12]2[CH:17]=[CH:16][C:15](Br)=[CH:14][CH:13]=2)[CH2:11][CH2:10]1)[C:2]1[CH:7]=[CH:6][CH:5]=[CH:4][CH:3]=1.[CH3:19][Si:20]([C:23]#[CH:24])([CH3:22])[CH3:21]. The catalyst is C(N(CC)CC)C.[Cu]I.Cl[Pd](Cl)([P](C1C=CC=CC=1)(C1C=CC=CC=1)C1C=CC=CC=1)[P](C1C=CC=CC=1)(C1C=CC=CC=1)C1C=CC=CC=1. The product is [CH2:1]([NH:8][C:9]1([C:12]2[CH:17]=[CH:16][C:15]([C:24]#[C:23][Si:20]([CH3:22])([CH3:21])[CH3:19])=[CH:14][CH:13]=2)[CH2:11][CH2:10]1)[C:2]1[CH:7]=[CH:6][CH:5]=[CH:4][CH:3]=1. The yield is 0.740. (6) The reactants are [Cl:1][C:2]1[C:3]([O:12][CH2:13][CH3:14])=[CH:4][C:5]([O:9][CH2:10][CH3:11])=[C:6]([CH:8]=1)[NH2:7].[C:15](Cl)(Cl)=[O:16]. The catalyst is CCOC(C)=O. The product is [Cl:1][C:2]1[CH:8]=[C:6]([N:7]=[C:15]=[O:16])[C:5]([O:9][CH2:10][CH3:11])=[CH:4][C:3]=1[O:12][CH2:13][CH3:14]. The yield is 1.00. (7) The reactants are [CH3:1][C@H:2]([CH2:8][CH2:9][CH2:10][CH2:11][CH3:12])[CH2:3][CH2:4][C:5]([OH:7])=O.C(N(CC)CC)C.CC(C)(C)C(Cl)=O.[Li+].[Cl-].[CH3:29][C@@H:30]1[CH:34]([C:35]2[CH:40]=[CH:39][CH:38]=[CH:37][CH:36]=2)[O:33][C:32](=[O:41])[NH:31]1. The catalyst is C1COCC1. The product is [CH3:29][C@@H:30]1[C@H:34]([C:35]2[CH:40]=[CH:39][CH:38]=[CH:37][CH:36]=2)[O:33][C:32](=[O:41])[N:31]1[C:5](=[O:7])[CH2:4][CH2:3][C@H:2]([CH3:1])[CH2:8][CH2:9][CH2:10][CH2:11][CH3:12]. The yield is 0.880. (8) The reactants are [C:1]([C:3]1[CH:4]=[C:5]2[C:10](=[CH:11][C:12]=1[O:13][C:14]1[CH:19]=[CH:18][C:17]([C:20](=[O:34])[NH:21][C:22]3[CH:23]=[N:24][C:25]4[C:30]([CH:31]=3)=[CH:29][CH:28]=[CH:27][C:26]=4[O:32][CH3:33])=[CH:16][CH:15]=1)[O:9][CH2:8][CH2:7][CH:6]2[C:35]([O:37]C)=[O:36])#[N:2].O[Li].O. The catalyst is C1COCC1.CO.C(O)(=O)C. The product is [C:1]([C:3]1[CH:4]=[C:5]2[C:10](=[CH:11][C:12]=1[O:13][C:14]1[CH:15]=[CH:16][C:17]([C:20](=[O:34])[NH:21][C:22]3[CH:23]=[N:24][C:25]4[C:30]([CH:31]=3)=[CH:29][CH:28]=[CH:27][C:26]=4[O:32][CH3:33])=[CH:18][CH:19]=1)[O:9][CH2:8][CH2:7][CH:6]2[C:35]([OH:37])=[O:36])#[N:2]. The yield is 0.390. (9) The yield is 0.800. The catalyst is C1COCC1.[Pd].C(OCC)(=O)C. The product is [F:26][C:23]1[CH:24]=[CH:25][C:20]([C:9]2[CH:17]=[CH:16][CH:15]=[C:14]3[C:10]=2[CH:11]=[CH:12][NH:13]3)=[CH:21][CH:22]=1. The reactants are CC1(C)C(C)(C)OB([C:9]2[CH:17]=[CH:16][CH:15]=[C:14]3[C:10]=2[CH:11]=[CH:12][NH:13]3)O1.Br[C:20]1[CH:25]=[CH:24][C:23]([F:26])=[CH:22][CH:21]=1.[OH-].[Na+]. (10) The reactants are [CH3:1][C:2](=[O:7])[CH2:3][C:4](=[O:6])[CH3:5].[CH3:8][O:9][C:10]1[CH:17]=[CH:16][CH:15]=[CH:14][C:11]=1[CH:12]=O.B([O:29][CH2:30][CH2:31][CH2:32][CH3:33])([O:29][CH2:30][CH2:31][CH2:32][CH3:33])[O:29][CH2:30][CH2:31][CH2:32][CH3:33].[CH2:34](N)[CH2:35][CH2:36]C.Cl.[C:40](OCC)(=O)C. No catalyst specified. The product is [CH3:8][O:9][C:10]1[CH:17]=[CH:16][CH:15]=[CH:14][C:11]=1[CH:12]=[CH:1][C:2](=[O:7])[CH2:3][C:4](=[O:6])[CH:5]=[CH:36][C:35]1[CH:34]=[CH:33][CH:32]=[CH:31][C:30]=1[O:29][CH3:40]. The yield is 0.210.